From a dataset of Full USPTO retrosynthesis dataset with 1.9M reactions from patents (1976-2016). Predict the reactants needed to synthesize the given product. (1) Given the product [Cl:1][C:2]1[CH:10]=[CH:9][C:8]([C:11]2[N:12]([C:22]([O:24][C:25]([CH3:27])([CH3:26])[CH3:28])=[O:23])[C:13]3[C:18]([CH:19]=2)=[CH:17][C:16]([CH2:20][NH:30][C:31]([CH3:35])([CH3:34])[CH2:32][OH:33])=[CH:15][CH:14]=3)=[C:7]2[C:3]=1[CH2:4][NH:5][C:6]2=[O:29], predict the reactants needed to synthesize it. The reactants are: [Cl:1][C:2]1[CH:10]=[CH:9][C:8]([C:11]2[N:12]([C:22]([O:24][C:25]([CH3:28])([CH3:27])[CH3:26])=[O:23])[C:13]3[C:18]([CH:19]=2)=[CH:17][C:16]([CH:20]=O)=[CH:15][CH:14]=3)=[C:7]2[C:3]=1[CH2:4][NH:5][C:6]2=[O:29].[NH2:30][C:31]([CH3:35])([CH3:34])[CH2:32][OH:33].C(O[BH-](OC(=O)C)OC(=O)C)(=O)C.[Na+]. (2) Given the product [NH2:1][C:4]1[CH:5]=[C:6]([CH:10]=[CH:11][C:12]=1[CH2:13][CH:16]([O:20][CH3:21])[O:15][CH3:14])[C:7]([NH2:9])=[O:8], predict the reactants needed to synthesize it. The reactants are: [N+:1]([C:4]1[CH:5]=[C:6]([CH:10]=[CH:11][C:12]=1[CH3:13])[C:7]([NH2:9])=[O:8])([O-])=O.[CH3:14][O:15][CH:16]([O:20][CH3:21])N(C)C.[H][H]. (3) Given the product [CH:11]([S:8]([C:5]1[CH:6]=[CH:7][C:2]([B:21]2[O:25][C:24]([CH3:27])([CH3:26])[C:23]([CH3:29])([CH3:28])[O:22]2)=[C:3]([O:14][CH3:15])[CH:4]=1)(=[O:10])=[O:9])([CH3:13])[CH3:12], predict the reactants needed to synthesize it. The reactants are: Br[C:2]1[CH:7]=[CH:6][C:5]([S:8]([CH:11]([CH3:13])[CH3:12])(=[O:10])=[O:9])=[CH:4][C:3]=1[O:14][CH3:15].C([O-])(=O)C.[K+].[B:21]1([B:21]2[O:25][C:24]([CH3:27])([CH3:26])[C:23]([CH3:29])([CH3:28])[O:22]2)[O:25][C:24]([CH3:27])([CH3:26])[C:23]([CH3:29])([CH3:28])[O:22]1. (4) Given the product [CH2:26]([C@H:25]([NH:33][C:34]([C:36]1[CH:41]=[N:40][CH:39]=[CH:38][N:37]=1)=[O:35])[C:24]([NH:23][C@H:18]([B:17]1[O:10][C:1](=[O:11])[C@@H:2]([C:4]2[CH:9]=[CH:8][CH:7]=[CH:6][CH:5]=2)[O:3]1)[CH2:19][CH:20]([CH3:22])[CH3:21])=[O:42])[C:27]1[CH:32]=[CH:31][CH:30]=[CH:29][CH:28]=1, predict the reactants needed to synthesize it. The reactants are: [C:1]([OH:11])(=[O:10])[C@@H:2]([C:4]1[CH:9]=[CH:8][CH:7]=[CH:6][CH:5]=1)[OH:3].O1[B:17]([C@@H:18]([NH:23][C:24](=[O:42])[C@@H:25]([NH:33][C:34]([C:36]2[CH:41]=[N:40][CH:39]=[CH:38][N:37]=2)=[O:35])[CH2:26][C:27]2[CH:32]=[CH:31][CH:30]=[CH:29][CH:28]=2)[CH2:19][CH:20]([CH3:22])[CH3:21])O[B:17]([C@@H:18]([NH:23][C:24](=[O:42])[C@@H:25]([NH:33][C:34]([C:36]2[CH:41]=[N:40][CH:39]=[CH:38][N:37]=2)=[O:35])[CH2:26][C:27]2[CH:32]=[CH:31][CH:30]=[CH:29][CH:28]=2)[CH2:19][CH:20]([CH3:22])[CH3:21])O[B:17]1[C@@H:18]([NH:23][C:24](=[O:42])[C@@H:25]([NH:33][C:34]([C:36]1[CH:41]=[N:40][CH:39]=[CH:38][N:37]=1)=[O:35])[CH2:26][C:27]1[CH:32]=[CH:31][CH:30]=[CH:29][CH:28]=1)[CH2:19][CH:20]([CH3:22])[CH3:21]. (5) Given the product [CH2:11]([C:18]1[NH:27][C:21]2[N:22]=[N:23][C:24]([CH2:7][CH2:6][CH2:5][CH2:4][C:2]#[N:3])=[CH:25][C:20]=2[CH:19]=1)[C:12]1[CH:17]=[CH:16][CH:15]=[CH:14][CH:13]=1, predict the reactants needed to synthesize it. The reactants are: [Br-].[C:2]([CH2:4][CH2:5][CH2:6][CH2:7][Zn+])#[N:3].N#N.[CH2:11]([C:18]1[NH:27][C:21]2[N:22]=[N:23][C:24](Cl)=[CH:25][C:20]=2[CH:19]=1)[C:12]1[CH:17]=[CH:16][CH:15]=[CH:14][CH:13]=1. (6) Given the product [CH2:24]([N:26]([CH2:27][C:28]1[CH:33]=[CH:32][CH:31]=[C:30]([CH3:34])[N:29]=1)[C:21](=[O:22])[CH2:20][N:9]([C:6]1[CH:7]=[N:8][C:3]([O:2][CH3:1])=[CH:4][CH:5]=1)[S:10]([C:13]1[C:14]([CH3:19])=[CH:15][CH:16]=[CH:17][CH:18]=1)(=[O:12])=[O:11])[CH3:25], predict the reactants needed to synthesize it. The reactants are: [CH3:1][O:2][C:3]1[N:8]=[CH:7][C:6]([N:9]([CH2:20][C:21](O)=[O:22])[S:10]([C:13]2[C:14]([CH3:19])=[CH:15][CH:16]=[CH:17][CH:18]=2)(=[O:12])=[O:11])=[CH:5][CH:4]=1.[CH2:24]([NH:26][CH2:27][C:28]1[CH:33]=[CH:32][CH:31]=[C:30]([CH3:34])[N:29]=1)[CH3:25].